Dataset: Full USPTO retrosynthesis dataset with 1.9M reactions from patents (1976-2016). Task: Predict the reactants needed to synthesize the given product. (1) Given the product [C:29]([C:31]1[CH:32]=[C:33]([S:38]([N:6]([CH2:5][C:4]2[CH:13]=[CH:14][C:15]([O:17][CH3:18])=[CH:16][C:3]=2[O:2][CH3:1])[C:7]2[N:8]=[N:9][CH:10]=[CH:11][CH:12]=2)(=[O:40])=[O:39])[CH:34]=[CH:35][C:36]=1[F:37])#[N:30], predict the reactants needed to synthesize it. The reactants are: [CH3:1][O:2][C:3]1[CH:16]=[C:15]([O:17][CH3:18])[CH:14]=[CH:13][C:4]=1[CH2:5][NH:6][C:7]1[N:8]=[N:9][CH:10]=[CH:11][CH:12]=1.[Li+].C[Si]([N-][Si](C)(C)C)(C)C.[C:29]([C:31]1[CH:32]=[C:33]([S:38](Cl)(=[O:40])=[O:39])[CH:34]=[CH:35][C:36]=1[F:37])#[N:30].[NH4+].[Cl-]. (2) Given the product [C:22]([C:21]1[CH:20]=[C:19]([CH2:18][N:3]2[C:4]3[C:9](=[C:8]([C:11]([F:12])([F:14])[F:13])[C:7]([C:15]#[N:16])=[CH:6][CH:5]=3)[CH:10]=[C:2]2[CH3:1])[CH:26]=[CH:25][CH:24]=1)#[N:23], predict the reactants needed to synthesize it. The reactants are: [CH3:1][C:2]1[NH:3][C:4]2[C:9]([CH:10]=1)=[C:8]([C:11]([F:14])([F:13])[F:12])[C:7]([C:15]#[N:16])=[CH:6][CH:5]=2.Br[CH2:18][C:19]1[CH:20]=[C:21]([CH:24]=[CH:25][CH:26]=1)[C:22]#[N:23].